Dataset: Human liver microsome stability data. Task: Regression/Classification. Given a drug SMILES string, predict its absorption, distribution, metabolism, or excretion properties. Task type varies by dataset: regression for continuous measurements (e.g., permeability, clearance, half-life) or binary classification for categorical outcomes (e.g., BBB penetration, CYP inhibition). Dataset: hlm. (1) The molecule is N#CC1(n2cc([C@@H](NC(=O)c3nccs3)C3CCCCC3)nn2)CC1. The result is 0 (unstable in human liver microsomes). (2) The molecule is COc1cccc(CN(C)C(=O)c2cc3ccc(-c4cn[nH]c4)cc3[nH]2)c1. The result is 0 (unstable in human liver microsomes).